From a dataset of CYP2D6 inhibition data for predicting drug metabolism from PubChem BioAssay. Regression/Classification. Given a drug SMILES string, predict its absorption, distribution, metabolism, or excretion properties. Task type varies by dataset: regression for continuous measurements (e.g., permeability, clearance, half-life) or binary classification for categorical outcomes (e.g., BBB penetration, CYP inhibition). Dataset: cyp2d6_veith. (1) The molecule is CCNC(=O)COC(=O)c1cc(-c2ccc(OC)cc2)nc2ccccc12. The result is 0 (non-inhibitor). (2) The molecule is O=C(CCCN1CCC(O)(c2cccc(C(F)(F)F)c2)CC1)c1ccc(F)cc1. The result is 1 (inhibitor). (3) The molecule is COc1cccc(-c2noc(Cn3nc(C)c([N+](=O)[O-])c3C)n2)c1. The result is 0 (non-inhibitor). (4) The molecule is Cc1cnc(CNc2nc(-c3cccnc3)nc3ccccc23)cn1. The result is 0 (non-inhibitor). (5) The molecule is O=C(c1ccncc1)N1CCC2(CCCN(c3ccccc3)C2)CC1. The result is 1 (inhibitor). (6) The molecule is Cc1ccc(C)c(NC(=O)Cn2c([N+](=O)[O-])cnc2C)c1. The result is 0 (non-inhibitor).